From a dataset of Reaction yield outcomes from USPTO patents with 853,638 reactions. Predict the reaction yield, written as a fraction of the theoretical maximum amount of product (1.0 means a 100% yield; for example, 0.34 means a 34% yield). (1) The reactants are Cl[C:2]1[CH:7]=[CH:6][N:5]=[C:4]2[N:8]([CH2:11][O:12][CH2:13][CH2:14][Si:15]([CH3:18])([CH3:17])[CH3:16])[CH:9]=[CH:10][C:3]=12.[Cl:19][C:20]1[CH:25]=[CH:24][C:23]([OH:26])=[CH:22][CH:21]=1.CC(C1C=C(C(C)C)C(C2C=CC=CC=2P(C2CCCCC2)C2CCCCC2)=C(C(C)C)C=1)C.C([O-])([O-])=O.[K+].[K+]. The catalyst is C1C=CC(/C=C/C(/C=C/C2C=CC=CC=2)=O)=CC=1.C1C=CC(/C=C/C(/C=C/C2C=CC=CC=2)=O)=CC=1.C1C=CC(/C=C/C(/C=C/C2C=CC=CC=2)=O)=CC=1.[Pd].[Pd]. The product is [Cl:19][C:20]1[CH:25]=[CH:24][C:23]([O:26][C:2]2[CH:7]=[CH:6][N:5]=[C:4]3[N:8]([CH2:11][O:12][CH2:13][CH2:14][Si:15]([CH3:18])([CH3:17])[CH3:16])[CH:9]=[CH:10][C:3]=23)=[CH:22][CH:21]=1. The yield is 0.520. (2) The reactants are [C:1]([C:4]1[S:11][C:10]2[C:9]3[CH:12]=[CH:13][CH:14]=[CH:15][C:8]=3[S:7][C:6]=2[CH:5]=1)(O)=[O:2].S(C)C. The catalyst is C1COCC1. The product is [OH:2][CH2:1][C:4]1[S:11][C:10]2[C:9]3[CH:12]=[CH:13][CH:14]=[CH:15][C:8]=3[S:7][C:6]=2[CH:5]=1. The yield is 0.906. (3) The reactants are [Br:1][C@@H:2]1[C@H:8]2[CH2:9][C@H:5]([C:6](=[O:10])[O:7]2)[CH2:4][CH2:3]1.[NH3:11]. The catalyst is CO. The product is [Br:1][C@H:2]1[CH2:3][CH2:4][C@@H:5]([C:6]([NH2:11])=[O:10])[CH2:9][C@H:8]1[OH:7]. The yield is 1.00. (4) The reactants are C[O:2][C:3](=[O:30])[C:4]([CH3:29])([CH3:28])[C@H:5]([NH:7][C:8]1[C:9]2[N:10]([CH:17]=[C:18]([C:20]3[CH:21]=[N:22][C:23]([O:26][CH3:27])=[CH:24][CH:25]=3)[CH:19]=2)[N:11]=[CH:12][C:13]=1[C:14](=[O:16])[NH2:15])[CH3:6].[OH-].[K+].Cl. The catalyst is CO.O. The product is [C:14]([C:13]1[CH:12]=[N:11][N:10]2[CH:17]=[C:18]([C:20]3[CH:21]=[N:22][C:23]([O:26][CH3:27])=[CH:24][CH:25]=3)[CH:19]=[C:9]2[C:8]=1[NH:7][C@H:5]([CH3:6])[C:4]([CH3:29])([CH3:28])[C:3]([OH:30])=[O:2])(=[O:16])[NH2:15]. The yield is 0.830. (5) The reactants are CN(C)C=O.[C:6]([Cl:11])(=O)[C:7](Cl)=O.[S:12]1[C:20]2C(=O)C=[CH:17][NH:16][C:15]=2[CH:14]=[CH:13]1. The catalyst is C(Cl)Cl. The product is [Cl:11][C:6]1[CH:7]=[CH:17][N:16]=[C:15]2[CH:14]=[CH:13][S:12][C:20]=12. The yield is 1.00. (6) The reactants are CC1(C)CCCC(C)(C)N1.C(=O)=O.[Li]CCCC.[Cl:19][C:20]1[CH:25]=[N:24][CH:23]=[CH:22][N:21]=1.[C:26]1([C:32]2[CH:41]=[CH:40][C:39]3[C:34](=[CH:35][C:36]([CH:42]=[O:43])=[CH:37][CH:38]=3)[N:33]=2)[CH:31]=[CH:30][CH:29]=[CH:28][CH:27]=1. The catalyst is C1COCC1.CC(C)=O. The product is [Cl:19][C:20]1[C:25]([CH:42]([C:36]2[CH:35]=[C:34]3[C:39]([CH:40]=[CH:41][C:32]([C:26]4[CH:27]=[CH:28][CH:29]=[CH:30][CH:31]=4)=[N:33]3)=[CH:38][CH:37]=2)[OH:43])=[N:24][CH:23]=[CH:22][N:21]=1. The yield is 0.0500. (7) The reactants are [N+:1]([C:4]1[CH:5]=[C:6]2[C:10](=[CH:11][CH:12]=1)[NH:9][C:8](=[O:13])[CH2:7]2)([O-])=O. The catalyst is CO.[Pd]. The product is [NH2:1][C:4]1[CH:5]=[C:6]2[C:10](=[CH:11][CH:12]=1)[NH:9][C:8](=[O:13])[CH2:7]2. The yield is 0.600. (8) The reactants are Cl[C:2]1[C:7]([C:8]([O:10][CH2:11][CH3:12])=[S:9])=[CH:6][N:5]=[C:4]([CH3:13])[N:3]=1.C([N:16](CC)CC)C.[OH-].[NH4+].O. The catalyst is O1CCCC1. The product is [NH2:16][C:2]1[C:7]([C:8]([O:10][CH2:11][CH3:12])=[S:9])=[CH:6][N:5]=[C:4]([CH3:13])[N:3]=1. The yield is 0.950. (9) The reactants are [Cl:1][C:2]1[CH:7]=[C:6]([N:8]2[CH2:13][CH2:12][O:11][CH2:10][CH2:9]2)[N:5]=[C:4]([CH2:14][NH2:15])[N:3]=1.[C:16](O)(=[O:23])[C:17]1[CH:22]=[CH:21][CH:20]=[N:19][CH:18]=1.CCN(C(C)C)C(C)C.CN(C(ON1N=NC2C=CC=NC1=2)=[N+](C)C)C.F[P-](F)(F)(F)(F)F. The catalyst is CN(C=O)C. The product is [Cl:1][C:2]1[CH:7]=[C:6]([N:8]2[CH2:13][CH2:12][O:11][CH2:10][CH2:9]2)[N:5]=[C:4]([CH2:14][NH:15][C:16](=[O:23])[C:17]2[CH:22]=[CH:21][CH:20]=[N:19][CH:18]=2)[N:3]=1. The yield is 0.450. (10) The reactants are [N+:1]([C:4]1[CH:5]=[C:6]([C:10]2[CH:19]=[CH:18][CH:17]=[C:16]3[C:11]=2[CH:12]=[CH:13][N:14]=[CH:15]3)[CH:7]=[CH:8][CH:9]=1)([O-])=O. The catalyst is [Zn]. The product is [NH2:1][C:4]1[CH:5]=[C:6]([C:10]2[CH:19]=[CH:18][CH:17]=[C:16]3[C:11]=2[CH:12]=[CH:13][N:14]=[CH:15]3)[CH:7]=[CH:8][CH:9]=1. The yield is 0.790.